Predict which catalyst facilitates the given reaction. From a dataset of Catalyst prediction with 721,799 reactions and 888 catalyst types from USPTO. (1) Reactant: C([O:3][C:4]([C:6]1[N:7]=[N:8][S:9][C:10]=1[NH:11][C:12]1[CH:17]=[CH:16][CH:15]=[CH:14][CH:13]=1)=[O:5])C.Cl. Product: [C:12]1([NH:11][C:10]2[S:9][N:8]=[N:7][C:6]=2[C:4]([OH:5])=[O:3])[CH:13]=[CH:14][CH:15]=[CH:16][CH:17]=1. The catalyst class is: 74. (2) Reactant: [Cl:1][C:2]1[CH:7]=[CH:6][N:5]=[C:4]([C:8]([NH2:10])=O)[CH:3]=1.CN(C)C=O.P(Cl)(Cl)(Cl)=O.[OH-].[Na+]. Product: [Cl:1][C:2]1[CH:7]=[CH:6][N:5]=[C:4]([C:8]#[N:10])[CH:3]=1. The catalyst class is: 46. (3) Reactant: [OH:1][C:2]1[CH:3]=[C:4]([CH:7]=[CH:8][CH:9]=1)[C:5]#[N:6].Br[CH2:11][C:12]([NH2:14])=[O:13].C([O-])([O-])=O.[K+].[K+]. Product: [C:5]([C:4]1[CH:3]=[C:2]([CH:9]=[CH:8][CH:7]=1)[O:1][CH2:11][C:12]([NH2:14])=[O:13])#[N:6]. The catalyst class is: 21. (4) Reactant: [NH:1]1[CH2:6][CH2:5][CH:4]([C:7]2[NH:11][C:10]3[CH:12]=[CH:13][CH:14]=[CH:15][C:9]=3[N:8]=2)[CH2:3][CH2:2]1.[C:16](O[C:16]([O:18][C:19]([CH3:22])([CH3:21])[CH3:20])=[O:17])([O:18][C:19]([CH3:22])([CH3:21])[CH3:20])=[O:17]. Product: [NH:11]1[C:10]2[CH:12]=[CH:13][CH:14]=[CH:15][C:9]=2[N:8]=[C:7]1[CH:4]1[CH2:3][CH2:2][N:1]([C:16]([O:18][C:19]([CH3:22])([CH3:21])[CH3:20])=[O:17])[CH2:6][CH2:5]1. The catalyst class is: 2. (5) Reactant: C(N(CC)CC)C.[CH:8]([C:10]1[C:18]2[C:13](=[CH:14][C:15]([O:19][CH3:20])=[CH:16][CH:17]=2)[N:12](C(OC(C)(C)C)=O)[CH:11]=1)=[O:9].[CH:28](=[N:35][C:36]1[CH:41]=[CH:40][N:39]=[C:38]([O:42][CH3:43])[CH:37]=1)[C:29]1[CH:34]=[CH:33][CH:32]=[CH:31][CH:30]=1. Product: [CH3:20][O:19][C:15]1[CH:14]=[C:13]2[C:18]([C:10]([C:8](=[O:9])[CH:28]([NH:35][C:36]3[CH:41]=[CH:40][N:39]=[C:38]([O:42][CH3:43])[CH:37]=3)[C:29]3[CH:30]=[CH:31][CH:32]=[CH:33][CH:34]=3)=[CH:11][NH:12]2)=[CH:17][CH:16]=1. The catalyst class is: 433. (6) Reactant: [CH:1]([Mg]Br)=[CH2:2].Br[CH2:6][C:7]1[C:8]([CH3:19])=[N:9][O:10][C:11]=1[C:12]1[CH:17]=[CH:16][C:15]([Br:18])=[CH:14][CH:13]=1. Product: [CH2:6]([C:7]1[C:8]([CH3:19])=[N:9][O:10][C:11]=1[C:12]1[CH:17]=[CH:16][C:15]([Br:18])=[CH:14][CH:13]=1)[CH:1]=[CH2:2]. The catalyst class is: 356. (7) Reactant: BrC1C=CC([Cl:9])=C(C)C=1.CN1C2CC(CC1CC2)=O.Cl.[Cl:21][C:22]1[CH:27]=[CH:26][C:25]([C:28]2(O)[CH2:34][CH:33]3[N:35]([CH3:36])[CH:30]([CH2:31][CH2:32]3)[CH2:29]2)=[CH:24][C:23]=1[CH3:38].N. Product: [ClH:9].[Cl:21][C:22]1[CH:27]=[CH:26][C:25]([C:28]2[CH2:29][CH:30]3[N:35]([CH3:36])[CH:33]([CH2:32][CH2:31]3)[CH:34]=2)=[CH:24][C:23]=1[CH3:38]. The catalyst class is: 385. (8) Reactant: Cl[C:2]1[C:7]([C:8]2[CH:9]=[N:10][CH:11]=[C:12]([F:14])[CH:13]=2)=[CH:6][C:5]([C:15]([NH:17][C:18]2[CH:23]=[CH:22][C:21]([O:24][C:25]([Cl:28])([F:27])[F:26])=[CH:20][CH:19]=2)=[O:16])=[CH:4][N:3]=1.CCN(C(C)C)C(C)C.[NH2:38][C@H:39]1[CH2:43][NH:42][CH2:41][C@@H:40]1[OH:44].C([O-])([O-])=O.[Na+].[Na+]. Product: [NH2:38][C@@H:39]1[C@@H:40]([OH:44])[CH2:41][N:42]([C:2]2[C:7]([C:8]3[CH:9]=[N:10][CH:11]=[C:12]([F:14])[CH:13]=3)=[CH:6][C:5]([C:15]([NH:17][C:18]3[CH:19]=[CH:20][C:21]([O:24][C:25]([Cl:28])([F:26])[F:27])=[CH:22][CH:23]=3)=[O:16])=[CH:4][N:3]=2)[CH2:43]1. The catalyst class is: 41. (9) Reactant: [CH3:1][O:2]/[CH:3]=[C:4]1\[CH2:5][N:6]([C:11]([O:13][C:14]([CH3:17])([CH3:16])[CH3:15])=[O:12])[CH2:7][CH2:8][C:9]\1=[O:10]. Product: [CH3:1][O:2][CH2:3][CH:4]1[C:9](=[O:10])[CH2:8][CH2:7][N:6]([C:11]([O:13][C:14]([CH3:17])([CH3:16])[CH3:15])=[O:12])[CH2:5]1. The catalyst class is: 19. (10) Reactant: [Cl:1][C:2]1[CH:46]=[CH:45][C:5]2[NH:6][C:7]([C@@H:9]([NH:28][C:29](=[O:44])[C:30]3[CH:35]=[CH:34][C:33]([C:36]([N:38]4[CH2:42][CH2:41][CH2:40][CH2:39]4)=[O:37])=[C:32]([CH3:43])[CH:31]=3)[CH2:10][CH2:11][C:12]([N:14]3[CH2:18][CH2:17][CH2:16][C@H:15]3[CH2:19][NH:20]C(OC(C)(C)C)=O)=[O:13])=[N:8][C:4]=2[CH:3]=1.FC(F)(F)C(O)=O.ClCl. Product: [Cl:1][C:2]1[CH:46]=[CH:45][C:5]2[NH:6][C:7]([C@@H:9]([NH:28][C:29](=[O:44])[C:30]3[CH:35]=[CH:34][C:33]([C:36]([N:38]4[CH2:42][CH2:41][CH2:40][CH2:39]4)=[O:37])=[C:32]([CH3:43])[CH:31]=3)[CH2:10][CH2:11][C:12]([N:14]3[CH2:18][CH2:17][CH2:16][C@H:15]3[CH2:19][NH2:20])=[O:13])=[N:8][C:4]=2[CH:3]=1. The catalyst class is: 13.